Predict the reactants needed to synthesize the given product. From a dataset of Full USPTO retrosynthesis dataset with 1.9M reactions from patents (1976-2016). (1) Given the product [CH2:36]([O:35][C:32]1[CH:33]=[CH:34][C:29](/[CH:3]=[CH:2]/[CH2:1][C@H:4]([C@H:11]([OH:18])[C:12]([O:14][CH:15]([CH3:17])[CH3:16])=[O:13])[C:5]([O:7][CH:8]([CH3:10])[CH3:9])=[O:6])=[CH:30][CH:31]=1)[CH3:37], predict the reactants needed to synthesize it. The reactants are: [CH2:1]([C@H:4]([C@H:11]([OH:18])[C:12]([O:14][CH:15]([CH3:17])[CH3:16])=[O:13])[C:5]([O:7][CH:8]([CH3:10])[CH3:9])=[O:6])[CH:2]=[CH2:3].CCN(C(C)C)C(C)C.Br[C:29]1[CH:34]=[CH:33][C:32]([O:35][CH2:36][CH3:37])=[CH:31][CH:30]=1.C1(C)C=CC=CC=1P(C1C=CC=CC=1C)C1C=CC=CC=1C. (2) Given the product [OH:38][C:34]1([CH3:33])[CH2:37][N:36]([C:2]2[C:21]([C:22]3[NH:26][N:25]=[CH:24][CH:23]=3)=[CH:20][C:5]([C:6]([NH:8][C:9]3[CH:14]=[CH:13][C:12]([O:15][C:16]([F:19])([F:18])[F:17])=[CH:11][CH:10]=3)=[O:7])=[CH:4][N:3]=2)[CH2:35]1, predict the reactants needed to synthesize it. The reactants are: Cl[C:2]1[C:21]([C:22]2[N:26](C3CCCCO3)[N:25]=[CH:24][CH:23]=2)=[CH:20][C:5]([C:6]([NH:8][C:9]2[CH:14]=[CH:13][C:12]([O:15][C:16]([F:19])([F:18])[F:17])=[CH:11][CH:10]=2)=[O:7])=[CH:4][N:3]=1.[CH3:33][C:34]1([OH:38])[CH2:37][NH:36][CH2:35]1. (3) Given the product [CH:1]1([C:4]2[C:5]([O:21][CH2:22][C:23]([F:24])([F:25])[F:26])=[CH:6][C:7]([C:10]([NH:12][CH:13]([C:17]([CH3:19])([CH3:18])[CH3:20])[C:14]([N:29]([CH3:30])[CH3:28])=[O:16])=[O:11])=[N:8][CH:9]=2)[CH2:2][CH2:3]1, predict the reactants needed to synthesize it. The reactants are: [CH:1]1([C:4]2[C:5]([O:21][CH2:22][C:23]([F:26])([F:25])[F:24])=[CH:6][C:7]([C:10]([NH:12][CH:13]([C:17]([CH3:20])([CH3:19])[CH3:18])[C:14]([OH:16])=O)=[O:11])=[N:8][CH:9]=2)[CH2:3][CH2:2]1.Cl.[CH3:28][NH:29][CH3:30].